This data is from Full USPTO retrosynthesis dataset with 1.9M reactions from patents (1976-2016). The task is: Predict the reactants needed to synthesize the given product. (1) Given the product [Br:22][C@@H:2]1[CH2:6][N:5]([C:7]([O:9][C:10]([CH3:13])([CH3:12])[CH3:11])=[O:8])[C@H:4]([C:14]([O:16][CH3:17])=[O:15])[CH2:3]1, predict the reactants needed to synthesize it. The reactants are: O[C@H:2]1[CH2:6][N:5]([C:7]([O:9][C:10]([CH3:13])([CH3:12])[CH3:11])=[O:8])[C@H:4]([C:14]([O:16][CH3:17])=[O:15])[CH2:3]1.ClCCl.C(Br)(Br)(Br)[Br:22].C1(P(C2C=CC=CC=2)C2C=CC=CC=2)C=CC=CC=1. (2) Given the product [Br:19][CH2:10][C:9]([C:11]1[CH:16]=[CH:15][C:14]([F:17])=[CH:13][C:12]=1[F:18])=[CH:8][C:3]1[CH:4]=[CH:5][CH:6]=[CH:7][C:2]=1[Cl:1], predict the reactants needed to synthesize it. The reactants are: [Cl:1][C:2]1[CH:7]=[CH:6][CH:5]=[CH:4][C:3]=1[CH:8]=[C:9]([C:11]1[CH:16]=[CH:15][C:14]([F:17])=[CH:13][C:12]=1[F:18])[CH3:10].[Br:19]N1C(=O)CCC1=O.C(OOC(=O)C1C=CC=CC=1)(=O)C1C=CC=CC=1. (3) Given the product [CH:1]1([C@H:4]2[C@H:13]([CH3:14])[C@@H:12]([NH:15][C:16]3[CH:21]=[CH:20][CH:19]=[C:18]([OH:22])[N:17]=3)[C:11]3[C:6](=[CH:7][CH:8]=[C:9]([F:24])[CH:10]=3)[N:5]2[C:25](=[O:27])[CH3:26])[CH2:2][CH2:3]1, predict the reactants needed to synthesize it. The reactants are: [CH:1]1([C@H:4]2[C@H:13]([CH3:14])[C@@H:12]([NH:15][C:16]3[CH:21]=[CH:20][CH:19]=[C:18]([O:22]C)[N:17]=3)[C:11]3[C:6](=[CH:7][CH:8]=[C:9]([F:24])[CH:10]=3)[N:5]2[C:25](=[O:27])[CH3:26])[CH2:3][CH2:2]1.[I-].[Na+]. (4) Given the product [F:33][C:2]([F:1])([F:34])[C:3]1[CH:4]=[CH:5][C:6]([C@H:9]([NH:20][C:21]([C:23]2[CH:32]=[CH:31][C:26]([C:27]([OH:29])=[O:28])=[CH:25][CH:24]=2)=[O:22])[C:10]2[C:15]([C:16]([F:19])([F:18])[F:17])=[CH:14][CH:13]=[CH:12][N:11]=2)=[CH:7][CH:8]=1, predict the reactants needed to synthesize it. The reactants are: [F:1][C:2]([F:34])([F:33])[C:3]1[CH:8]=[CH:7][C:6]([C@H:9]([NH:20][C:21]([C:23]2[CH:32]=[CH:31][C:26]([C:27]([O:29]C)=[O:28])=[CH:25][CH:24]=2)=[O:22])[C:10]2[C:15]([C:16]([F:19])([F:18])[F:17])=[CH:14][CH:13]=[CH:12][N:11]=2)=[CH:5][CH:4]=1.C1COCC1.[Li+].[OH-]. (5) Given the product [CH2:16]([C:18]1[CH:23]=[CH:22][C:21]([NH:24][C:25]([N:8]2[CH2:7][CH2:6][N:5]([C:9]([O:11][C:12]([CH3:15])([CH3:14])[CH3:13])=[O:10])[CH2:4][CH:3]2[CH2:2][OH:1])=[O:26])=[CH:20][CH:19]=1)[CH3:17], predict the reactants needed to synthesize it. The reactants are: [OH:1][CH2:2][CH:3]1[NH:8][CH2:7][CH2:6][N:5]([C:9]([O:11][C:12]([CH3:15])([CH3:14])[CH3:13])=[O:10])[CH2:4]1.[CH2:16]([C:18]1[CH:23]=[CH:22][C:21]([N:24]=[C:25]=[O:26])=[CH:20][CH:19]=1)[CH3:17]. (6) Given the product [CH2:1]([O:8][C:9]1[CH:14]=[CH:13][C:12]([C@@H:15]([O:18][Si:19]([C:22]([CH3:25])([CH3:24])[CH3:23])([CH3:21])[CH3:20])[CH2:16][NH:35][C:36]([CH3:49])([CH3:48])[CH2:37][C:38]2[CH:39]=[C:40]([CH:45]=[CH:46][CH:47]=2)[C:41]([O:43][CH3:44])=[O:42])=[CH:11][C:10]=1[CH2:26][O:27][Si:28]([C:31]([CH3:34])([CH3:33])[CH3:32])([CH3:30])[CH3:29])[C:2]1[CH:7]=[CH:6][CH:5]=[CH:4][CH:3]=1, predict the reactants needed to synthesize it. The reactants are: [CH2:1]([O:8][C:9]1[CH:14]=[CH:13][C:12]([C@@H:15]([O:18][Si:19]([C:22]([CH3:25])([CH3:24])[CH3:23])([CH3:21])[CH3:20])[CH2:16]Br)=[CH:11][C:10]=1[CH2:26][O:27][Si:28]([C:31]([CH3:34])([CH3:33])[CH3:32])([CH3:30])[CH3:29])[C:2]1[CH:7]=[CH:6][CH:5]=[CH:4][CH:3]=1.[NH2:35][C:36]([CH3:49])([CH3:48])[CH2:37][C:38]1[CH:39]=[C:40]([CH:45]=[CH:46][CH:47]=1)[C:41]([O:43][CH3:44])=[O:42]. (7) Given the product [CH3:1][C:2]1[N:3]=[C:4]([NH:8][C:10]2[C:19]3=[N:20][NH:21][CH:22]=[C:18]3[C:17]3[CH:16]=[C:15]([O:32][CH3:33])[CH:14]=[CH:13][C:12]=3[N:11]=2)[S:5][C:6]=1[CH3:7], predict the reactants needed to synthesize it. The reactants are: [CH3:1][C:2]1[N:3]=[C:4]([NH2:8])[S:5][C:6]=1[CH3:7].Cl[C:10]1[C:19]2=[N:20][N:21](CC3C=CC(OC)=CC=3)[CH:22]=[C:18]2[C:17]2[CH:16]=[C:15]([O:32][CH3:33])[CH:14]=[CH:13][C:12]=2[N:11]=1.